Predict the reaction yield, written as a fraction of the theoretical maximum amount of product (1.0 means a 100% yield; for example, 0.34 means a 34% yield). From a dataset of Reaction yield outcomes from USPTO patents with 853,638 reactions. (1) The reactants are Cl[C:2]1[CH:7]=[C:6]([C:8]2[NH:12][C:11]3[CH:13]=[CH:14][CH:15]=[C:16]([NH:17][C:18]([C:20]4[CH:21]=[C:22]([CH:26]5[CH2:30][CH2:29][N:28]([C:31]([O:33][C:34]([CH3:37])([CH3:36])[CH3:35])=[O:32])[CH2:27]5)[CH:23]=[CH:24][CH:25]=4)=[O:19])[C:10]=3[N:9]=2)[CH:5]=[CH:4][N:3]=1.[CH2:38]([NH2:41])[CH2:39][CH3:40].O. The catalyst is CS(C)=O. The product is [CH2:38]([NH:41][C:2]1[CH:7]=[C:6]([C:8]2[NH:12][C:11]3[CH:13]=[CH:14][CH:15]=[C:16]([NH:17][C:18]([C:20]4[CH:21]=[C:22]([CH:26]5[CH2:30][CH2:29][N:28]([C:31]([O:33][C:34]([CH3:35])([CH3:36])[CH3:37])=[O:32])[CH2:27]5)[CH:23]=[CH:24][CH:25]=4)=[O:19])[C:10]=3[N:9]=2)[CH:5]=[CH:4][N:3]=1)[CH2:39][CH3:40]. The yield is 0.380. (2) The reactants are [NH:1]1[C:9]2[C:4](=[CH:5][CH:6]=[CH:7][CH:8]=2)[C:3]([C:10]([OH:12])=O)=[CH:2]1.[NH:13]1[CH2:18][CH2:17][CH2:16][C@@H:15]2[C:19]3[CH:20]=[CH:21][CH:22]=[CH:23][C:24]=3[CH2:25][C@H:14]12.F[P-](F)(F)(F)(F)F.N1(OC(N(C)C)=[N+](C)C)C2N=CC=CC=2N=N1. No catalyst specified. The product is [N:13]1([C:10]([C:3]2[C:4]3[C:9](=[CH:8][CH:7]=[CH:6][CH:5]=3)[NH:1][CH:2]=2)=[O:12])[CH2:18][CH2:17][CH2:16][C@@H:15]2[C:19]3[CH:20]=[CH:21][CH:22]=[CH:23][C:24]=3[CH2:25][C@H:14]12. The yield is 0.350. (3) The reactants are [O:1]1[C:5]2[CH:6]=[CH:7][C:8]([OH:10])=[CH:9][C:4]=2[O:3][CH2:2]1.C([Mg]Cl)(C)C.[Br:16][C:17]1[CH:25]=[CH:24][CH:23]=[C:22]2[C:18]=1[C:19](=[O:32])[C:20](=[O:31])[N:21]2[CH2:26][CH2:27][CH2:28][CH2:29][CH3:30]. The catalyst is O1CCCC1.ClCCl. The product is [Br:16][C:17]1[CH:25]=[CH:24][CH:23]=[C:22]2[C:18]=1[C:19]([OH:32])([C:7]1[C:8]([OH:10])=[CH:9][C:4]3[O:3][CH2:2][O:1][C:5]=3[CH:6]=1)[C:20](=[O:31])[N:21]2[CH2:26][CH2:27][CH2:28][CH2:29][CH3:30]. The yield is 0.970. (4) The reactants are O.[NH2:2][NH2:3].[Cl:4][C:5]1[S:31][C:8]2[NH:9][C:10]([C:12]([NH:14][CH:15]3[CH2:24][C:23]4[C:18](=[CH:19][CH:20]=[CH:21][CH:22]=4)[N:17]([CH2:25][C:26]([O:28]C)=O)[C:16]3=[O:30])=[O:13])=[CH:11][C:7]=2[CH:6]=1. The catalyst is CCO. The product is [Cl:4][C:5]1[S:31][C:8]2[NH:9][C:10]([C:12]([NH:14][CH:15]3[CH2:24][C:23]4[C:18](=[CH:19][CH:20]=[CH:21][CH:22]=4)[N:17]([CH2:25][C:26]([NH:2][NH2:3])=[O:28])[C:16]3=[O:30])=[O:13])=[CH:11][C:7]=2[CH:6]=1. The yield is 0.760.